This data is from Peptide-MHC class I binding affinity with 185,985 pairs from IEDB/IMGT. The task is: Regression. Given a peptide amino acid sequence and an MHC pseudo amino acid sequence, predict their binding affinity value. This is MHC class I binding data. (1) The peptide sequence is RQFRTAFEF. The MHC is Mamu-B3901 with pseudo-sequence Mamu-B3901. The binding affinity (normalized) is 0.659. (2) The peptide sequence is SVHQFFWFQ. The MHC is HLA-B39:01 with pseudo-sequence HLA-B39:01. The binding affinity (normalized) is 0.0847. (3) The peptide sequence is VTAKWLWGFL. The MHC is HLA-A01:01 with pseudo-sequence HLA-A01:01. The binding affinity (normalized) is 0.0958. (4) The MHC is Mamu-A01 with pseudo-sequence Mamu-A01. The peptide sequence is IALIAVSL. The binding affinity (normalized) is 0.120. (5) The peptide sequence is SLSCEGQKY. The MHC is Mamu-A2201 with pseudo-sequence Mamu-A2201. The binding affinity (normalized) is 0.132. (6) The peptide sequence is YLKDQQLL. The MHC is HLA-A02:06 with pseudo-sequence HLA-A02:06. The binding affinity (normalized) is 0.0596. (7) The peptide sequence is GFAIPIILK. The MHC is HLA-B57:01 with pseudo-sequence HLA-B57:01. The binding affinity (normalized) is 0.0847.